This data is from TCR-epitope binding with 47,182 pairs between 192 epitopes and 23,139 TCRs. The task is: Binary Classification. Given a T-cell receptor sequence (or CDR3 region) and an epitope sequence, predict whether binding occurs between them. Result: 0 (the TCR does not bind to the epitope). The epitope is GTITSGWTF. The TCR CDR3 sequence is CASRGGSKPFNEQFF.